This data is from Full USPTO retrosynthesis dataset with 1.9M reactions from patents (1976-2016). The task is: Predict the reactants needed to synthesize the given product. (1) Given the product [Cl:8][C:6]1[CH:5]=[CH:4][C:3]([C:9]([N:11]2[CH2:16][CH2:15][N:14]([C:17]3[C:22]([CH3:23])=[CH:21][C:20]([CH3:24])=[CH:19][N:18]=3)[CH2:13][CH2:12]2)=[O:10])=[C:2]([N:25]2[CH2:29][CH2:28][CH2:27][C:26]2=[O:30])[CH:7]=1, predict the reactants needed to synthesize it. The reactants are: Br[C:2]1[CH:7]=[C:6]([Cl:8])[CH:5]=[CH:4][C:3]=1[C:9]([N:11]1[CH2:16][CH2:15][N:14]([C:17]2[C:22]([CH3:23])=[CH:21][C:20]([CH3:24])=[CH:19][N:18]=2)[CH2:13][CH2:12]1)=[O:10].[NH:25]1[CH2:29][CH2:28][CH2:27][C:26]1=[O:30]. (2) Given the product [CH3:10][O:11][CH2:12][CH2:13][NH:14][C:1]1[CH:6]=[CH:5][CH:4]=[CH:3][CH:2]=1, predict the reactants needed to synthesize it. The reactants are: [C:1]1(B(O)O)[CH:6]=[CH:5][CH:4]=[CH:3][CH:2]=1.[CH3:10][O:11][CH2:12][CH2:13][NH2:14]. (3) Given the product [NH2:14][C:11]1[N:12]=[CH:13][C:8]([C:6]2[N:7]=[C:2]([Cl:1])[N:3]=[C:4]([N:25]3[CH2:26][C@@H:21]4[CH2:27][C@H:24]3[CH2:23][N:22]4[C:28]([O:30][C:31]([CH3:34])([CH3:33])[CH3:32])=[O:29])[CH:5]=2)=[CH:9][C:10]=1[C:15]([F:18])([F:17])[F:16], predict the reactants needed to synthesize it. The reactants are: [Cl:1][C:2]1[N:7]=[C:6]([C:8]2[CH:9]=[C:10]([C:15]([F:18])([F:17])[F:16])[C:11]([NH2:14])=[N:12][CH:13]=2)[CH:5]=[C:4](Cl)[N:3]=1.Cl.[C@H:21]12[CH2:27][C@H:24]([NH:25][CH2:26]1)[CH2:23][N:22]2[C:28]([O:30][C:31]([CH3:34])([CH3:33])[CH3:32])=[O:29].C(N(C(C)C)C(C)C)C.O. (4) Given the product [CH:1]1([C:6]2[CH:15]=[CH:14][CH:13]=[CH:12][C:7]=2[C:8]([O:10][CH3:11])=[O:9])[CH2:2][CH2:3][CH2:4][CH2:5]1, predict the reactants needed to synthesize it. The reactants are: [CH:1]1([C:6]2[CH:15]=[CH:14][CH:13]=[CH:12][C:7]=2[C:8]([O:10][CH3:11])=[O:9])[CH2:5][CH2:4][CH:3]=[CH:2]1.[H][H]. (5) Given the product [CH:32]1[N:36]([CH2:37][O:38][CH2:39][CH2:40][OH:41])[C:35]2[N:42]=[C:43]([NH2:47])[N:44]=[C:45]([OH:46])[C:34]=2[N:33]=1.[CH3:26][N:27]1[CH:31]=[CH:30][N:29]=[CH:28]1.[CH3:1][C:2]1=[C:3]([CH2:22][C:23]([OH:25])=[O:24])[C:4]2[CH:5]=[C:6]([F:21])[CH:7]=[CH:8][C:9]=2/[C:10]/1=[CH:11]\[C:12]1[CH:13]=[CH:14][C:15]([S+:18]([O-:20])[CH3:19])=[CH:16][CH:17]=1, predict the reactants needed to synthesize it. The reactants are: [CH3:1][C:2]1=[C:3]([CH2:22][C:23]([OH:25])=[O:24])[C:4]2[CH:5]=[C:6]([F:21])[CH:7]=[CH:8][C:9]=2/[C:10]/1=[CH:11]\[C:12]1[CH:13]=[CH:14][C:15]([S+:18]([O-:20])[CH3:19])=[CH:16][CH:17]=1.[CH3:26][N:27]1[CH:31]=[CH:30][N:29]=[CH:28]1.[CH:32]1[N:36]([CH2:37][O:38][CH2:39][CH2:40][OH:41])[C:35]2[N:42]=[C:43]([NH2:47])[N:44]=[C:45]([OH:46])[C:34]=2[N:33]=1. (6) The reactants are: [OH:1][C:2]1[CH:3]=[C:4]([CH:9]=[C:10]([O:12][CH3:13])[CH:11]=1)[C:5]([O:7][CH3:8])=[O:6].BrC[CH2:16][OH:17].[C:18]([O-])([O-])=O.[K+].[K+]. Given the product [OH:17][CH2:16][CH2:13][O:12][C:10]1[CH:9]=[C:4]([CH:3]=[C:2]([O:1][CH3:18])[CH:11]=1)[C:5]([O:7][CH3:8])=[O:6], predict the reactants needed to synthesize it.